Predict the product of the given reaction. From a dataset of Forward reaction prediction with 1.9M reactions from USPTO patents (1976-2016). (1) Given the reactants [NH2:1][C:2]1[CH:3]=[C:4]2[C:9](=[CH:10][C:11]=1[NH2:12])[N:8]([CH2:13][CH3:14])[C:7](=[O:15])C[C:5]2([CH3:17])[CH3:16].[CH:18]([C:20]1[C:28]2[C:23](=[CH:24][CH:25]=[C:26]([C:29]([OH:31])=[O:30])[CH:27]=2)[NH:22][N:21]=1)=O.[S].O, predict the reaction product. The product is: [CH2:13]([N:8]1[C:9]2[CH:10]=[C:11]3[NH:12][C:18]([C:20]4[C:28]5[C:23](=[CH:24][CH:25]=[C:26]([C:29]([OH:31])=[O:30])[CH:27]=5)[NH:22][N:21]=4)=[N:1][C:2]3=[CH:3][C:4]=2[C:5]([CH3:16])([CH3:17])[C:7]1=[O:15])[CH3:14]. (2) Given the reactants [O:1]=[C:2]1[NH:7][CH2:6][CH:5]([C:8]([OH:10])=O)[CH2:4][CH2:3]1.CN(C(ON1N=NC2C=CC=CC1=2)=[N+](C)C)C.F[P-](F)(F)(F)(F)F.CCN(C(C)C)C(C)C.[CH3:44][O:45][C:46]1[CH:51]=[CH:50][CH:49]=[CH:48][C:47]=1[C:52]1[N:57]=[CH:56][N:55]=[C:54]([NH2:58])[CH:53]=1, predict the reaction product. The product is: [CH3:44][O:45][C:46]1[CH:51]=[CH:50][CH:49]=[CH:48][C:47]=1[C:52]1[N:57]=[CH:56][N:55]=[C:54]([NH:58][C:8]([CH:5]2[CH2:4][CH2:3][C:2](=[O:1])[NH:7][CH2:6]2)=[O:10])[CH:53]=1. (3) Given the reactants [Cl:1][C:2]1[C:7]([O:8][C:9]2[N:14]=[C:13]3[S:15][C:16]([NH:18][C:19](=[O:22])[CH2:20]Cl)=[N:17][C:12]3=[CH:11][CH:10]=2)=[CH:6][C:5]([NH:23][C:24](=[O:36])[C:25]2[CH:30]=[CH:29][CH:28]=[C:27]([C:31]([C:34]#[N:35])([CH3:33])[CH3:32])[CH:26]=2)=[C:4]([F:37])[CH:3]=1.C(N(CC)CC)C.[CH2:45]([N:47]1[CH2:52][CH2:51][NH:50][CH2:49][CH2:48]1)[CH3:46], predict the reaction product. The product is: [Cl:1][C:2]1[C:7]([O:8][C:9]2[N:14]=[C:13]3[S:15][C:16]([NH:18][C:19](=[O:22])[CH2:20][N:50]4[CH2:51][CH2:52][N:47]([CH2:45][CH3:46])[CH2:48][CH2:49]4)=[N:17][C:12]3=[CH:11][CH:10]=2)=[CH:6][C:5]([NH:23][C:24](=[O:36])[C:25]2[CH:30]=[CH:29][CH:28]=[C:27]([C:31]([C:34]#[N:35])([CH3:32])[CH3:33])[CH:26]=2)=[C:4]([F:37])[CH:3]=1.